From a dataset of Catalyst prediction with 721,799 reactions and 888 catalyst types from USPTO. Predict which catalyst facilitates the given reaction. (1) Reactant: [CH2:1]([N:3]([CH2:8][CH3:9])[CH2:4][CH2:5][CH2:6]O)[CH3:2].S(Cl)([Cl:12])=O. Product: [CH2:1]([N:3]([CH2:8][CH3:9])[CH2:4][CH2:5][CH2:6][Cl:12])[CH3:2]. The catalyst class is: 2. (2) Reactant: Br[C:2]1[CH:7]=[CH:6][CH:5]=[C:4]([Br:8])[N:3]=1.C([Li])CCC.[C:14]([O:18][C:19]([N:21]1[CH2:26][CH2:25][CH:24]([C:27](N(OC)C)=[O:28])[CH2:23][CH2:22]1)=[O:20])([CH3:17])([CH3:16])[CH3:15].[OH-].[Na+]. Product: [Br:8][C:4]1[CH:5]=[CH:6][CH:7]=[C:2]([C:27]([CH:24]2[CH2:25][CH2:26][N:21]([C:19]([O:18][C:14]([CH3:17])([CH3:16])[CH3:15])=[O:20])[CH2:22][CH2:23]2)=[O:28])[N:3]=1. The catalyst class is: 665. (3) Reactant: C([O:3][C:4](=[O:39])[C:5]1[CH:10]=[CH:9][C:8]([NH:11][C:12](=[O:38])[CH:13]([N:20]2[C:24]3[CH:25]=[C:26]([F:30])[C:27]([F:29])=[CH:28][C:23]=3[N:22]=[C:21]2[C:31]2[CH:36]=[CH:35][C:34]([Cl:37])=[CH:33][CH:32]=2)[CH:14]2[CH2:19][CH2:18][CH2:17][CH2:16][CH2:15]2)=[CH:7][CH:6]=1)C.O.[OH-].[Li+].Cl. Product: [Cl:37][C:34]1[CH:33]=[CH:32][C:31]([C:21]2[N:20]([CH:13]([CH:14]3[CH2:19][CH2:18][CH2:17][CH2:16][CH2:15]3)[C:12]([NH:11][C:8]3[CH:9]=[CH:10][C:5]([C:4]([OH:39])=[O:3])=[CH:6][CH:7]=3)=[O:38])[C:24]3[CH:25]=[C:26]([F:30])[C:27]([F:29])=[CH:28][C:23]=3[N:22]=2)=[CH:36][CH:35]=1. The catalyst class is: 38. (4) Reactant: Cl[C:2]1[N:3]=[CH:4][C:5]2[N:11]([CH3:12])[C:10](=[O:13])[C:9]([F:15])([CH3:14])[CH2:8][N:7]([CH:16]3[CH2:20][CH2:19][CH2:18][CH2:17]3)[C:6]=2[N:21]=1.[NH2:22][C:23]1[CH:31]=[CH:30][C:26]([C:27]([OH:29])=[O:28])=[CH:25][C:24]=1[O:32][CH3:33].C(O)(C)C. Product: [CH:16]1([N:7]2[CH2:8][C:9]([F:15])([CH3:14])[C:10](=[O:13])[N:11]([CH3:12])[C:5]3[CH:4]=[N:3][C:2]([NH:22][C:23]4[CH:31]=[CH:30][C:26]([C:27]([OH:29])=[O:28])=[CH:25][C:24]=4[O:32][CH3:33])=[N:21][C:6]2=3)[CH2:20][CH2:19][CH2:18][CH2:17]1. The catalyst class is: 126. (5) Reactant: [C:1]([C:5]1[N:10]=[C:9]([Cl:11])[C:8]([C:12]#[N:13])=[CH:7][CH:6]=1)([CH3:4])([CH3:3])[CH3:2].[OH-:14].[Na+].OO. Product: [C:1]([C:5]1[N:10]=[C:9]([Cl:11])[C:8]([C:12]([NH2:13])=[O:14])=[CH:7][CH:6]=1)([CH3:4])([CH3:2])[CH3:3]. The catalyst class is: 14. (6) Reactant: [NH:1]1[CH:5]=[N:4][N:3]=[N:2]1.C(=O)([O-])[O-].[K+].[K+].Cl[CH2:13][O:14][CH2:15][C:16]1[CH:21]=[CH:20][CH:19]=[CH:18][CH:17]=1. Product: [CH2:15]([O:14][CH2:13][N:2]1[N:3]=[N:4][CH:5]=[N:1]1)[C:16]1[CH:21]=[CH:20][CH:19]=[CH:18][CH:17]=1.[CH2:15]([O:14][CH2:13][N:1]1[CH:5]=[N:4][NH:3][NH:2]1)[C:16]1[CH:21]=[CH:20][CH:19]=[CH:18][CH:17]=1. The catalyst class is: 369.